Task: Predict the reaction yield, written as a fraction of the theoretical maximum amount of product (1.0 means a 100% yield; for example, 0.34 means a 34% yield).. Dataset: Reaction yield outcomes from USPTO patents with 853,638 reactions The reactants are [NH:1]1[CH:5]=[CH:4][N:3]=[CH:2]1.[H-].[Na+].Br[CH2:9][CH2:10][O:11][CH2:12][CH2:13][O:14][CH3:15].O. The catalyst is CN(C=O)C. The yield is 0.700. The product is [CH3:15][O:14][CH2:13][CH2:12][O:11][CH2:10][CH2:9][N:1]1[CH:5]=[CH:4][N:3]=[CH:2]1.